This data is from Full USPTO retrosynthesis dataset with 1.9M reactions from patents (1976-2016). The task is: Predict the reactants needed to synthesize the given product. Given the product [O:35]=[C:32]1[N:31]([C:19]([C@H:16]2[CH2:17][CH2:18][C@H:13]([NH:12][S:9]([C:6]3[CH:5]=[CH:4][C:3]([C:2]([F:23])([F:1])[F:22])=[CH:8][CH:7]=3)(=[O:11])=[O:10])[CH2:14][CH2:15]2)=[O:20])[C@@H:30]([C:24]2[CH:25]=[CH:26][CH:27]=[CH:28][CH:29]=2)[CH2:34][O:33]1, predict the reactants needed to synthesize it. The reactants are: [F:1][C:2]([F:23])([F:22])[C:3]1[CH:8]=[CH:7][C:6]([S:9]([NH:12][C@H:13]2[CH2:18][CH2:17][C@H:16]([C:19](O)=[O:20])[CH2:15][CH2:14]2)(=[O:11])=[O:10])=[CH:5][CH:4]=1.[C:24]1([C@H:30]2[CH2:34][O:33][C:32](=[O:35])[NH:31]2)[CH:29]=[CH:28][CH:27]=[CH:26][CH:25]=1.C(N(CC)CC)C.C(Cl)(=O)C(C)(C)C.